This data is from Catalyst prediction with 721,799 reactions and 888 catalyst types from USPTO. The task is: Predict which catalyst facilitates the given reaction. (1) Reactant: [CH:1]([C:4]1[C:18]([O:19][CH3:20])=[CH:17][CH:16]=[CH:15][C:5]=1[O:6][C:7]1[CH:14]=[CH:13][C:10]([C:11]#[N:12])=[CH:9][CH:8]=1)([CH3:3])[CH3:2].[Br:21]N1C(=O)CCC1=O.C(OCC)C.O. Product: [Br:21][C:15]1[C:5]([O:6][C:7]2[CH:14]=[CH:13][C:10]([C:11]#[N:12])=[CH:9][CH:8]=2)=[C:4]([CH:1]([CH3:3])[CH3:2])[C:18]([O:19][CH3:20])=[CH:17][CH:16]=1. The catalyst class is: 10. (2) The catalyst class is: 46. Reactant: C(=O)([O-])[O-].[Ca+2].[Cl:6][C:7]1[CH:8]=[C:9]([CH:11]=[C:12]([C:28]([F:31])([F:30])[F:29])[C:13]=1[C:14]1[CH:27]=[CH:26][C:17]2[O:18][CH2:19][CH2:20][N:21]([S:22]([CH3:25])(=[O:24])=[O:23])[C:16]=2[CH:15]=1)[NH2:10].[C:32](Cl)(Cl)=[S:33].Cl. Product: [Cl:6][C:7]1[CH:8]=[C:9]([N:10]=[C:32]=[S:33])[CH:11]=[C:12]([C:28]([F:29])([F:30])[F:31])[C:13]=1[C:14]1[CH:27]=[CH:26][C:17]2[O:18][CH2:19][CH2:20][N:21]([S:22]([CH3:25])(=[O:23])=[O:24])[C:16]=2[CH:15]=1. (3) Reactant: [NH2:1][C:2]1[CH:10]=[CH:9][CH:8]=[C:7]2[C:3]=1[CH2:4][O:5][C:6]2=[O:11].[F:12][C:13]1[CH:18]=[CH:17][C:16]([C:19](=O)[CH3:20])=[CH:15][CH:14]=1.S([O-])([O-])(=O)=O.[Mg+2].C(O)(=O)C. Product: [F:12][C:13]1[CH:18]=[CH:17][C:16](/[C:19](=[N:1]/[C:2]2[CH:10]=[CH:9][CH:8]=[C:7]3[C:3]=2[CH2:4][O:5][C:6]3=[O:11])/[CH3:20])=[CH:15][CH:14]=1. The catalyst class is: 11.